From a dataset of Reaction yield outcomes from USPTO patents with 853,638 reactions. Predict the reaction yield, written as a fraction of the theoretical maximum amount of product (1.0 means a 100% yield; for example, 0.34 means a 34% yield). (1) The reactants are C[O:2][C:3]([C:5]1[C:10]([NH:11][C:12]([C:14]2[C:22]3[C:17](=[CH:18][CH:19]=[CH:20][CH:21]=3)[N:16]([CH3:23])[N:15]=2)=[O:13])=[CH:9][CH:8]=[C:7]([O:24][CH3:25])[N:6]=1)=O.[CH:26]1([CH2:30][NH2:31])[CH2:29][CH2:28][CH2:27]1. No catalyst specified. The product is [CH:26]1([CH2:30][NH:31][C:3]([C:5]2[C:10]([NH:11][C:12]([C:14]3[C:22]4[C:17](=[CH:18][CH:19]=[CH:20][CH:21]=4)[N:16]([CH3:23])[N:15]=3)=[O:13])=[CH:9][CH:8]=[C:7]([O:24][CH3:25])[N:6]=2)=[O:2])[CH2:29][CH2:28][CH2:27]1. The yield is 0.120. (2) The reactants are [C:1]([C:4]1[C:29](=[O:30])[C@@:8]2([CH3:31])[C:9]3[C:15]([OH:16])=[CH:14][C:13]([O:17][CH3:18])=[C:12]([C:19]([O:21][CH2:22][C:23]4[CH:28]=[CH:27][CH:26]=[CH:25][CH:24]=4)=[O:20])[C:10]=3[O:11][C:7]2=[CH:6][C:5]=1[OH:32])(=[O:3])[CH3:2].[H-].[Na+].[CH2:35](I)[CH2:36][CH3:37].Cl. The catalyst is CN(C)C=O. The product is [C:1]([C:4]1[C:29](=[O:30])[C@@:8]2([CH3:31])[C:9]3[C:15]([O:16][CH2:35][CH2:36][CH3:37])=[CH:14][C:13]([O:17][CH3:18])=[C:12]([C:19]([O:21][CH2:22][C:23]4[CH:24]=[CH:25][CH:26]=[CH:27][CH:28]=4)=[O:20])[C:10]=3[O:11][C:7]2=[CH:6][C:5]=1[OH:32])(=[O:3])[CH3:2]. The yield is 0.820. (3) The reactants are [F:1][C:2]1[CH:7]=[CH:6][CH:5]=[C:4]([F:8])[C:3]=1[C:9]1[NH:17][C:16]2[CH2:15][CH2:14][N:13]([C:18]3[N:19]=[C:20]([C:24]4[CH:25]=[N:26][CH:27]=[CH:28][CH:29]=4)[S:21][C:22]=3[CH3:23])[C:12](=O)[C:11]=2[CH:10]=1.CSC.CO. The catalyst is C1COCC1. The product is [F:1][C:2]1[CH:7]=[CH:6][CH:5]=[C:4]([F:8])[C:3]=1[C:9]1[NH:17][C:16]2[CH2:15][CH2:14][N:13]([C:18]3[N:19]=[C:20]([C:24]4[CH:25]=[N:26][CH:27]=[CH:28][CH:29]=4)[S:21][C:22]=3[CH3:23])[CH2:12][C:11]=2[CH:10]=1. The yield is 0.350. (4) The reactants are CC([O-])(C)C.[Na+].C1(C)C=CC=CC=1.[CH3:14][NH:15][C:16]1[CH:21]=[CH:20][CH:19]=[CH:18][CH:17]=1.Cl[C:23]1[CH:28]=[C:27]([CH3:29])[CH:26]=[CH:25][C:24]=1[CH3:30]. The catalyst is CCOCC.C1C=CC(/C=C/C(/C=C/C2C=CC=CC=2)=O)=CC=1.C1C=CC(/C=C/C(/C=C/C2C=CC=CC=2)=O)=CC=1.C1C=CC(/C=C/C(/C=C/C2C=CC=CC=2)=O)=CC=1.[Pd].[Pd]. The product is [CH3:30][C:24]1[CH:25]=[CH:26][C:27]([CH3:29])=[CH:28][C:23]=1[N:15]([CH3:14])[C:16]1[CH:21]=[CH:20][CH:19]=[CH:18][CH:17]=1. The yield is 0.950.